Dataset: Forward reaction prediction with 1.9M reactions from USPTO patents (1976-2016). Task: Predict the product of the given reaction. (1) Given the reactants [CH3:1][C:2]1([CH3:9])[CH2:7][CH2:6][C:5](=[O:8])[CH2:4][CH2:3]1.[C:10](=O)([O:13]C)[O:11][CH3:12].[H-].[Na+].CO, predict the reaction product. The product is: [OH:8][C:5]1[CH2:6][CH2:7][C:2]([CH3:9])([CH3:1])[CH2:3][C:4]=1[C:10]([O:11][CH3:12])=[O:13]. (2) Given the reactants Br[C:2]1[CH:3]=[C:4]([N:8]2[C:16]3[CH:15]=[C:14]([N:17]4[CH2:21][CH2:20][C@@H:19]([OH:22])[CH2:18]4)[N:13]=[CH:12][C:11]=3[C:10]([C:23]([NH2:25])=[O:24])=[N:9]2)[CH:5]=[CH:6][CH:7]=1.[C:26]([C@:28]1([OH:35])[CH2:32][CH2:31][N:30]([CH3:33])[C:29]1=[O:34])#[CH:27], predict the reaction product. The product is: [OH:35][C@@:28]1([C:26]#[C:27][C:2]2[CH:3]=[C:4]([N:8]3[C:16]4[CH:15]=[C:14]([N:17]5[CH2:21][CH2:20][C@@H:19]([OH:22])[CH2:18]5)[N:13]=[CH:12][C:11]=4[C:10]([C:23]([NH2:25])=[O:24])=[N:9]3)[CH:5]=[CH:6][CH:7]=2)[CH2:32][CH2:31][N:30]([CH3:33])[C:29]1=[O:34]. (3) Given the reactants [S:1]1[CH:5]=[C:4]([C:6]([Cl:8])=[O:7])[CH:3]=[N:2]1.[NH2:9][C:10]1[C:19]2[C:14](=[CH:15][C:16]([O:22][CH3:23])=[C:17]([O:20][CH3:21])[CH:18]=2)[N:13]=[C:12]([N:24]2[CH2:29][CH2:28][NH:27][CH2:26][CH2:25]2)[N:11]=1, predict the reaction product. The product is: [ClH:8].[NH2:9][C:10]1[C:19]2[C:14](=[CH:15][C:16]([O:22][CH3:23])=[C:17]([O:20][CH3:21])[CH:18]=2)[N:13]=[C:12]([N:24]2[CH2:29][CH2:28][N:27]([C:6]([C:4]3[CH:3]=[N:2][S:1][CH:5]=3)=[O:7])[CH2:26][CH2:25]2)[N:11]=1. (4) The product is: [CH2:1]([C@H:8]1[N:13]([C:14]([C:16]2[N:17]=[CH:18][N:19]([C:27]3[CH:32]=[CH:31][CH:30]=[C:29]([OH:33])[CH:28]=3)[C:20]=2[C:21]2[CH:26]=[CH:25][CH:24]=[CH:23][CH:22]=2)=[O:15])[CH2:12][CH2:11][N:10]([C:41]([O:43][C:44]([CH3:47])([CH3:46])[CH3:45])=[O:42])[CH2:9]1)[C:2]1[CH:7]=[CH:6][CH:5]=[CH:4][CH:3]=1. Given the reactants [CH2:1]([C@H:8]1[N:13]([C:14]([C:16]2[N:17]=[CH:18][N:19]([C:27]3[CH:32]=[CH:31][CH:30]=[C:29]([O:33]CC4C=CC=CC=4)[CH:28]=3)[C:20]=2[C:21]2[CH:26]=[CH:25][CH:24]=[CH:23][CH:22]=2)=[O:15])[CH2:12][CH2:11][N:10]([C:41]([O:43][C:44]([CH3:47])([CH3:46])[CH3:45])=[O:42])[CH2:9]1)[C:2]1[CH:7]=[CH:6][CH:5]=[CH:4][CH:3]=1, predict the reaction product. (5) Given the reactants C([O:3][C:4]([C:6]1[N:7]([CH3:18])[N:8]=[N:9][C:10]=1[C:11]1[CH:16]=[CH:15][C:14]([Br:17])=[CH:13][CH:12]=1)=[O:5])C.[OH-].[Li+], predict the reaction product. The product is: [Br:17][C:14]1[CH:15]=[CH:16][C:11]([C:10]2[N:9]=[N:8][N:7]([CH3:18])[C:6]=2[C:4]([OH:5])=[O:3])=[CH:12][CH:13]=1. (6) Given the reactants Br[C:2]1[CH:3]=[CH:4][C:5]([O:14][CH3:15])=[C:6]([CH:13]=1)[O:7][C@@H:8]1[CH2:12][CH2:11][O:10][CH2:9]1.C([Li])CCC.C[O:22][B:23](OC)[O:24]C, predict the reaction product. The product is: [CH3:15][O:14][C:5]1[CH:4]=[CH:3][C:2]([B:23]([OH:24])[OH:22])=[CH:13][C:6]=1[O:7][C@@H:8]1[CH2:12][CH2:11][O:10][CH2:9]1. (7) Given the reactants [CH3:1][C:2]([C:4]1[CH:9]=[CH:8][CH:7]=[C:6]([Cl:10])[CH:5]=1)=[O:3].[N+:11]([O-])([OH:13])=[O:12].OS(O)(=O)=O, predict the reaction product. The product is: [CH3:1][C:2]([C:4]1[CH:5]=[C:6]([Cl:10])[CH:7]=[CH:8][C:9]=1[N+:11]([O-:13])=[O:12])=[O:3]. (8) Given the reactants [Cl:1][C:2]1[CH:17]=[C:16]([N+:18]([O-])=O)[CH:15]=[CH:14][C:3]=1[O:4][CH2:5][C:6]1[CH:13]=[CH:12][CH:11]=[CH:10][C:7]=1[C:8]#[N:9].[Cl-].[Ca+2].[Cl-], predict the reaction product. The product is: [NH2:18][C:16]1[CH:15]=[CH:14][C:3]([O:4][CH2:5][C:6]2[CH:13]=[CH:12][CH:11]=[CH:10][C:7]=2[C:8]#[N:9])=[C:2]([Cl:1])[CH:17]=1.